From a dataset of Forward reaction prediction with 1.9M reactions from USPTO patents (1976-2016). Predict the product of the given reaction. (1) Given the reactants [CH:1]1([C:7]2[C:8]([C:22]#[N:23])=[C:9]([S:20][CH3:21])[S:10][C:11]=2[C:12](=O)[C:13]([CH3:18])=[CH:14]N(C)C)[CH2:6][CH2:5][CH2:4][CH2:3][CH2:2]1.CN(C(OC)OC)C.[N+:32]([C:35]1[CH:36]=[C:37]([NH:41][C:42]([NH2:44])=[NH:43])[CH:38]=[CH:39][CH:40]=1)([O-:34])=[O:33], predict the reaction product. The product is: [N+:32]([C:35]1[CH:36]=[C:37]([NH:41][C:42]2[N:44]=[C:12]([C:11]3[S:10][C:9]([S:20][CH3:21])=[C:8]([C:22]#[N:23])[C:7]=3[CH:1]3[CH2:6][CH2:5][CH2:4][CH2:3][CH2:2]3)[C:13]([CH3:18])=[CH:14][N:43]=2)[CH:38]=[CH:39][CH:40]=1)([O-:34])=[O:33]. (2) Given the reactants [BH4-].[Na+].[N:3]1[C:12]2[C:7](=[CH:8][CH:9]=[CH:10][CH:11]=2)[CH:6]=[C:5](C=O)[CH:4]=1.[CH3:15][OH:16], predict the reaction product. The product is: [N:3]1[C:12]2[C:7](=[CH:8][CH:9]=[CH:10][C:11]=2[CH2:15][OH:16])[CH:6]=[CH:5][CH:4]=1.